From a dataset of Reaction yield outcomes from USPTO patents with 853,638 reactions. Predict the reaction yield, written as a fraction of the theoretical maximum amount of product (1.0 means a 100% yield; for example, 0.34 means a 34% yield). (1) The reactants are [F:1][C:2]1[CH:7]=[CH:6][C:5]([F:8])=[CH:4][C:3]=1[CH2:9][CH:10]([NH:12][C:13]1[CH:18]=[CH:17][NH:16][C:15](=[O:19])[C:14]=1[C:20]1[NH:34][C:23]2=[CH:24][C:25]3[C:26](=[O:33])[N:27]([CH3:32])[C:28](=O)[C:29]=3[CH:30]=[C:22]2[N:21]=1)[CH3:11]. The catalyst is C(O)(=O)C.[Zn]. The product is [F:1][C:2]1[CH:7]=[CH:6][C:5]([F:8])=[CH:4][C:3]=1[CH2:9][CH:10]([NH:12][C:13]1[CH:18]=[CH:17][NH:16][C:15](=[O:19])[C:14]=1[C:20]1[NH:21][C:22]2=[CH:30][C:29]3[CH2:28][N:27]([CH3:32])[C:26](=[O:33])[C:25]=3[CH:24]=[C:23]2[N:34]=1)[CH3:11]. The yield is 0.627. (2) The reactants are [CH3:1][C:2]1[N:7]=[CH:6][C:5]([C:8]2[CH:13]=[CH:12][NH:11][C:10](=[O:14])[CH:9]=2)=[CH:4][CH:3]=1.Br[C:16]1[CH:17]=[CH:18][C:19]2[C:20]3[CH2:29][N:28]([C:30]([O:32][C:33]([CH3:36])([CH3:35])[CH3:34])=[O:31])[CH2:27][CH2:26][C:21]=3[N:22]([CH3:25])[C:23]=2[CH:24]=1. No catalyst specified. The product is [CH3:25][N:22]1[C:23]2[CH:24]=[C:16]([N:11]3[CH:12]=[CH:13][C:8]([C:5]4[CH:6]=[N:7][C:2]([CH3:1])=[CH:3][CH:4]=4)=[CH:9][C:10]3=[O:14])[CH:17]=[CH:18][C:19]=2[C:20]2[CH2:29][N:28]([C:30]([O:32][C:33]([CH3:36])([CH3:35])[CH3:34])=[O:31])[CH2:27][CH2:26][C:21]1=2. The yield is 0.580. (3) The reactants are CCOCC.Cl[C:7]1[N:12]=[C:11]([Cl:13])[C:10]([C:14]([F:17])([F:16])[F:15])=[CH:9][N:8]=1.[CH2:18]([O:20][P:21]([CH2:26][C:27]1[CH:32]=[CH:31][C:30]([NH2:33])=[C:29]([O:34][CH3:35])[CH:28]=1)(=[O:25])[O:22][CH2:23][CH3:24])[CH3:19].C(N(CC)CC)C. The catalyst is ClCCCl.CC(O)(C)C.[Cl-].[Cl-].[Zn+2]. The product is [CH2:23]([O:22][P:21]([CH2:26][C:27]1[CH:32]=[CH:31][C:30]([NH:33][C:7]2[N:12]=[C:11]([Cl:13])[C:10]([C:14]([F:17])([F:16])[F:15])=[CH:9][N:8]=2)=[C:29]([O:34][CH3:35])[CH:28]=1)(=[O:25])[O:20][CH2:18][CH3:19])[CH3:24]. The yield is 0.700.